The task is: Predict the reactants needed to synthesize the given product.. This data is from Full USPTO retrosynthesis dataset with 1.9M reactions from patents (1976-2016). (1) The reactants are: [OH-].[Na+].C[O:4][C:5]([C:7]1[CH:27]=[CH:26][C:10]2[CH2:11][C@@H:12]3[C@@H:17]([CH3:18])[C@:16]([CH3:19])([C:9]=2[CH:8]=1)[CH2:15][CH2:14][N:13]3C(=O)C(F)(F)F)=[O:6].CC(O)=O.[C:32](O[C:32]([O:34][C:35]([CH3:38])([CH3:37])[CH3:36])=[O:33])([O:34][C:35]([CH3:38])([CH3:37])[CH3:36])=[O:33]. Given the product [C:35]([O:34][C:32]([N:13]1[CH2:14][CH2:15][C@:16]2([CH3:19])[C@H:17]([CH3:18])[C@H:12]1[CH2:11][C:10]1[CH:26]=[CH:27][C:7]([C:5]([OH:4])=[O:6])=[CH:8][C:9]=12)=[O:33])([CH3:38])([CH3:37])[CH3:36], predict the reactants needed to synthesize it. (2) Given the product [CH3:28][O:27][C:4]1[CH:3]=[C:2]([N:50]2[CH2:55][CH2:54][O:53][CH2:52][CH2:51]2)[C:7]([N+:8]([O-:10])=[O:9])=[CH:6][C:5]=1[NH:11][C:12]1[N:17]=[C:16]([N:18]2[CH:22]=[C:21]([CH3:23])[C:20]([CH:24]=[O:25])=[CH:19]2)[C:15]([CH3:26])=[CH:14][N:13]=1, predict the reactants needed to synthesize it. The reactants are: F[C:2]1[C:7]([N+:8]([O-:10])=[O:9])=[CH:6][C:5]([NH:11][C:12]2[N:17]=[C:16]([N:18]3[CH:22]=[C:21]([CH3:23])[C:20]([CH:24]=[O:25])=[CH:19]3)[C:15]([CH3:26])=[CH:14][N:13]=2)=[C:4]([O:27][CH3:28])[CH:3]=1.CC1C(C=O)=CN(C2C=CN=C(NC3C=CC([N:50]4[CH2:55][CH2:54][O:53][CH2:52][CH2:51]4)=C([N+]([O-])=O)C=3)N=2)N=1. (3) The reactants are: [Br:1][C:2]1[CH:7]=[C:6]([F:8])[C:5]([C:9](=O)[CH3:10])=[C:4]([F:12])[CH:3]=1.[NH3:13].[BH4-].[Na+].[OH-].[NH4+]. Given the product [Br:1][C:2]1[CH:7]=[C:6]([F:8])[C:5]([CH:9]([NH2:13])[CH3:10])=[C:4]([F:12])[CH:3]=1, predict the reactants needed to synthesize it.